This data is from Catalyst prediction with 721,799 reactions and 888 catalyst types from USPTO. The task is: Predict which catalyst facilitates the given reaction. (1) Reactant: C([O-])([O-])=O.[Cs+].[Cs+].[C:7]1([S:13]([CH2:16][C:17]2[O:18][C:19]([C:22]([F:25])([F:24])[F:23])=[N:20][N:21]=2)(=[O:15])=[O:14])[CH:12]=[CH:11][CH:10]=[CH:9][CH:8]=1.[C:26]1(=[O:31])[CH2:30][CH2:29][CH:28]=[CH:27]1. Product: [C:7]1([S:13]([CH:16]([C:17]2[O:18][C:19]([C:22]([F:24])([F:25])[F:23])=[N:20][N:21]=2)[CH:28]2[CH2:29][CH2:30][C:26](=[O:31])[CH2:27]2)(=[O:15])=[O:14])[CH:8]=[CH:9][CH:10]=[CH:11][CH:12]=1. The catalyst class is: 598. (2) Reactant: Cl[C:2]1[N:3]=[N:4][C:5]2[CH2:6][CH2:7][CH2:8][CH2:9][C:10]=2[CH:11]=1.O1CCO[CH2:14][CH2:13]1. Product: [CH:13]([C:2]1[N:3]=[N:4][C:5]2[CH2:6][CH2:7][CH2:8][CH2:9][C:10]=2[CH:11]=1)=[CH2:14]. The catalyst class is: 389. (3) Reactant: [Cl:1][C:2]1[CH:7]=[CH:6][C:5]([C:8]([C:27]2[CH:32]=[CH:31][C:30]([Cl:33])=[CH:29][CH:28]=2)([C:10]2[CH:11]=[C:12]3[C:17](=[C:18]([Br:20])[CH:19]=2)[N:16]=[C:15]([O:21]C(C)(C)C)[CH:14]=[C:13]3[Br:26])O)=[CH:4][CH:3]=1.C([SiH](CC)CC)C.FC(F)(F)C(O)=O. Product: [Cl:1][C:2]1[CH:7]=[CH:6][C:5]([CH:8]([C:27]2[CH:32]=[CH:31][C:30]([Cl:33])=[CH:29][CH:28]=2)[C:10]2[CH:11]=[C:12]3[C:17](=[C:18]([Br:20])[CH:19]=2)[N:16]=[C:15]([OH:21])[CH:14]=[C:13]3[Br:26])=[CH:4][CH:3]=1. The catalyst class is: 2. (4) Reactant: [H-].[Al+3].[Li+].[H-].[H-].[H-].C(O[C:12](=O)[NH:13][C@H:14]1[CH2:19][CH2:18][C@@H:17]([OH:20])[CH2:16][CH2:15]1)(C)(C)C.O.[OH-].[Na+]. Product: [CH3:12][NH:13][C@@H:14]1[CH2:19][CH2:18][C@H:17]([OH:20])[CH2:16][CH2:15]1. The catalyst class is: 1. (5) Reactant: Br[C:2]1[C:3]([N:22]2[CH2:26][CH2:25][CH:24]([CH:27]3[CH2:29][CH2:28]3)[CH2:23]2)=[C:4]([C@H:10]([O:17][C:18]([CH3:21])([CH3:20])[CH3:19])[C:11]([O:13][CH:14]([CH3:16])[CH3:15])=[O:12])[C:5]([CH3:9])=[N:6][C:7]=1[CH3:8].[F:30][C:31]1[CH:48]=[CH:47][C:34]([CH2:35][CH2:36][O:37][C:38]2[CH:43]=[CH:42][C:41](B(O)O)=[CH:40][CH:39]=2)=[CH:33][CH:32]=1.[O-]P([O-])([O-])=O.[K+].[K+].[K+]. Product: [C:18]([O:17][C@@H:10]([C:4]1[C:5]([CH3:9])=[N:6][C:7]([CH3:8])=[C:2]([C:41]2[CH:40]=[CH:39][C:38]([O:37][CH2:36][CH2:35][C:34]3[CH:33]=[CH:32][C:31]([F:30])=[CH:48][CH:47]=3)=[CH:43][CH:42]=2)[C:3]=1[N:22]1[CH2:26][CH2:25][CH:24]([CH:27]2[CH2:29][CH2:28]2)[CH2:23]1)[C:11]([O:13][CH:14]([CH3:16])[CH3:15])=[O:12])([CH3:21])([CH3:20])[CH3:19]. The catalyst class is: 667. (6) The catalyst class is: 4. Product: [CH3:29][C:30]1[N:35]=[C:34]([NH:36][C:14]([C:3]2[C:4]3[CH2:13][O:12][C:11]4[CH:10]=[CH:9][CH:8]=[CH:7][C:6]=4[C:5]=3[NH:1][N:2]=2)=[O:16])[CH:33]=[CH:32][CH:31]=1. Reactant: [NH:1]1[C:5]2[C:6]3[CH:7]=[CH:8][CH:9]=[CH:10][C:11]=3[O:12][CH2:13][C:4]=2[C:3]([C:14]([OH:16])=O)=[N:2]1.C(Cl)(=O)C(Cl)=O.N1C=CC=CC=1.[CH3:29][C:30]1[N:35]=[C:34]([NH2:36])[CH:33]=[CH:32][CH:31]=1. (7) Reactant: [Br:1][C:2]1[N:7]=[C:6]([C@:8]([NH:18][S@](C(C)(C)C)=O)([CH2:14][CH2:15][O:16][CH3:17])[C:9]([F:13])([F:12])[CH2:10][OH:11])[C:5]([F:25])=[CH:4][CH:3]=1.Cl.C(OCC)C.N. Product: [NH2:18][C@@:8]([C:6]1[C:5]([F:25])=[CH:4][CH:3]=[C:2]([Br:1])[N:7]=1)([CH2:14][CH2:15][O:16][CH3:17])[C:9]([F:12])([F:13])[CH2:10][OH:11]. The catalyst class is: 5.